Task: Regression. Given a peptide amino acid sequence and an MHC pseudo amino acid sequence, predict their binding affinity value. This is MHC class I binding data.. Dataset: Peptide-MHC class I binding affinity with 185,985 pairs from IEDB/IMGT (1) The peptide sequence is LSEYETMVDY. The MHC is HLA-A03:01 with pseudo-sequence HLA-A03:01. The binding affinity (normalized) is 0.208. (2) The peptide sequence is ELDNVTGLL. The MHC is HLA-A68:02 with pseudo-sequence HLA-A68:02. The binding affinity (normalized) is 0.